Dataset: Full USPTO retrosynthesis dataset with 1.9M reactions from patents (1976-2016). Task: Predict the reactants needed to synthesize the given product. (1) Given the product [NH2:30][C@@H:26]([CH2:25][C:22]1[CH:23]=[CH:24][C:19]([O:18][C:11]2[C:12]3[C:17](=[CH:16][CH:15]=[CH:14][CH:13]=3)[N:8]=[CH:9][CH:10]=2)=[CH:20][CH:21]=1)[C:27]([OH:29])=[O:28], predict the reactants needed to synthesize it. The reactants are: FC(F)(F)C(O)=O.[N:8]1[C:17]2[C:12](=[CH:13][CH:14]=[CH:15][CH:16]=2)[C:11]([O:18][C:19]2[CH:24]=[CH:23][C:22]([CH2:25][C@H:26]([NH:30]C(OC(C)(C)C)=O)[C:27]([OH:29])=[O:28])=[CH:21][CH:20]=2)=[CH:10][CH:9]=1. (2) Given the product [CH:13]([CH:2]([CH2:3][C:4]([O:6][CH2:7][CH3:8])=[O:5])[C:1]([O:10][CH2:11][CH3:12])=[O:9])=[O:14], predict the reactants needed to synthesize it. The reactants are: [C:1]([O:10][CH2:11][CH3:12])(=[O:9])[CH2:2][CH2:3][C:4]([O:6][CH2:7][CH3:8])=[O:5].[CH:13](OCC)=[O:14].[Na].O.